This data is from Retrosynthesis with 50K atom-mapped reactions and 10 reaction types from USPTO. The task is: Predict the reactants needed to synthesize the given product. Given the product Nc1nc2cccc(-c3ccc(CN4CCS(=O)(=O)CC4)cc3)n2n1, predict the reactants needed to synthesize it. The reactants are: Nc1nc2cccc(Br)n2n1.O=S1(=O)CCN(Cc2ccc(B(O)O)cc2)CC1.